From a dataset of Full USPTO retrosynthesis dataset with 1.9M reactions from patents (1976-2016). Predict the reactants needed to synthesize the given product. (1) Given the product [CH3:19][O:18][C:11]1[CH:12]=[CH:13][CH:14]=[C:15]([O:16][CH3:17])[C:10]=1[CH:2]1[N:1]([CH2:23][C:22]2[CH:25]=[C:26]([C:29]3[CH:34]=[CH:33][CH:32]=[CH:31][N:30]=3)[CH:27]=[CH:28][C:21]=2[F:20])[C:6](=[O:8])[CH2:5][CH2:4][CH2:3]1, predict the reactants needed to synthesize it. The reactants are: [NH2:1][CH:2]([C:10]1[C:15]([O:16][CH3:17])=[CH:14][CH:13]=[CH:12][C:11]=1[O:18][CH3:19])[CH2:3][CH2:4][CH2:5][C:6]([O:8]C)=O.[F:20][C:21]1[CH:28]=[CH:27][C:26]([C:29]2[CH:34]=[CH:33][CH:32]=[CH:31][N:30]=2)=[CH:25][C:22]=1[CH:23]=O. (2) Given the product [CH:63]([N:65]([C:8](=[O:10])[C:7]1[CH:11]=[C:3]([C:1]#[N:2])[CH:4]=[CH:5][C:6]=1[CH:12]1[C:17]2[C:18](=[O:21])[CH2:19][CH2:20][C:16]=2[N:15]([C:22]2[CH:27]=[CH:26][N:36]=[C:24]([C:28]([F:30])([F:31])[F:29])[CH:23]=2)[C:14](=[O:32])[N:13]1[CH3:33])[NH2:66])=[O:64], predict the reactants needed to synthesize it. The reactants are: [C:1]([C:3]1[CH:4]=[CH:5][C:6]([CH:12]2[C:17]3[C:18](=[O:21])[CH2:19][CH2:20][C:16]=3[N:15]([C:22]3[CH:27]=[CH:26]C=[C:24]([C:28]([F:31])([F:30])[F:29])[CH:23]=3)[C:14](=[O:32])[N:13]2[CH3:33])=[C:7]([CH:11]=1)[C:8]([OH:10])=O)#[N:2].C([N:36](CC)CC)C.F[B-](F)(F)F.C[N+](C)=C(N(C)C)ON1C2C=CC=CC=2N=N1.[CH:63]([NH:65][NH2:66])=[O:64]. (3) The reactants are: [Cl:1][C:2]1[CH:7]=[C:6]([NH:8][C:9]([NH:11][C:12]2[CH:17]=[CH:16][CH:15]=[CH:14][CH:13]=2)=[O:10])[CH:5]=[CH:4][C:3]=1[NH:18]C(=O)C.Cl. Given the product [NH3:8].[NH2:18][C:3]1[CH:4]=[CH:5][C:6]([NH:8][C:9]([NH:11][C:12]2[CH:17]=[CH:16][CH:15]=[CH:14][CH:13]=2)=[O:10])=[CH:7][C:2]=1[Cl:1], predict the reactants needed to synthesize it. (4) The reactants are: I[C:2]1[CH:7]=[CH:6][N:5]=[C:4]([Cl:8])[CH:3]=1.C(OC([N:16]1[C:20]([CH:21]2[CH2:23][CH2:22]2)=[CH:19][C:18]([NH2:24])=[N:17]1)=O)(C)(C)C.CC1(C)C2C(=C(P(C3C=CC=CC=3)C3C=CC=CC=3)C=CC=2)OC2C(P(C3C=CC=CC=3)C3C=CC=CC=3)=CC=CC1=2.C([O-])([O-])=O.[Cs+].[Cs+]. Given the product [Cl:8][C:4]1[CH:3]=[C:2]([NH:24][C:18]2[CH:19]=[C:20]([CH:21]3[CH2:23][CH2:22]3)[NH:16][N:17]=2)[CH:7]=[CH:6][N:5]=1, predict the reactants needed to synthesize it. (5) The reactants are: [NH2:1][C:2]1[CH:3]=[C:4]([OH:9])[CH:5]=[CH:6][C:7]=1[Cl:8].[CH3:10][S:11]([C:14]1[CH:27]=[CH:26][C:17]([CH2:18][CH:19]([C:23](=O)[CH3:24])[C:20](=O)[CH3:21])=[CH:16][CH:15]=1)(=[O:13])=[O:12]. Given the product [Cl:8][C:7]1[C:2]2[N:1]=[C:23]([CH3:24])[C:19]([CH2:18][C:17]3[CH:16]=[CH:15][C:14]([S:11]([CH3:10])(=[O:13])=[O:12])=[CH:27][CH:26]=3)=[C:20]([CH3:21])[C:3]=2[C:4]([OH:9])=[CH:5][CH:6]=1, predict the reactants needed to synthesize it. (6) The reactants are: [Cl:1][C:2]1[CH:7]=[CH:6][CH:5]=[C:4]([Cl:8])[C:3]=1[C@@H:9]([NH2:11])[CH3:10].C([O:16][C:17]([C:19]1[CH:24]=[CH:23][CH:22]=[CH:21][C:20]=1[C:25]1[CH:30]=[CH:29][C:28]([CH2:31][N:32]2[C:40]3[C:35](=[CH:36][C:37]([C:41](O)=[O:42])=[CH:38][CH:39]=3)[C:34]([CH3:44])=[C:33]2[CH3:45])=[CH:27][CH:26]=1)=[O:18])(C)(C)C. Given the product [Cl:1][C:2]1[CH:7]=[CH:6][CH:5]=[C:4]([Cl:8])[C:3]=1[C@@H:9]([NH:11][C:41]([C:37]1[CH:36]=[C:35]2[C:40](=[CH:39][CH:38]=1)[N:32]([CH2:31][C:28]1[CH:27]=[CH:26][C:25]([C:20]3[C:19]([C:17]([OH:18])=[O:16])=[CH:24][CH:23]=[CH:22][CH:21]=3)=[CH:30][CH:29]=1)[C:33]([CH3:45])=[C:34]2[CH3:44])=[O:42])[CH3:10], predict the reactants needed to synthesize it. (7) Given the product [F:1][C:2]([F:7])([F:6])[C:3]([O-:5])=[O:4].[F:8][C:9]([F:14])([F:13])[C:10]([O-:12])=[O:11].[CH3:52][NH+:51]([CH3:53])[CH2:50][CH2:49][N:48]([CH3:54])[S:45]([NH:15][C@H:16]([C:25]1[NH2+:26][C:27]([C:30]2[CH:35]=[CH:34][CH:33]=[CH:32][CH:31]=2)=[CH:28][N:29]=1)[CH2:17][CH2:18][CH2:19][CH2:20][CH2:21][C:22](=[O:24])[CH3:23])(=[O:47])=[O:46], predict the reactants needed to synthesize it. The reactants are: [F:1][C:2]([F:7])([F:6])[C:3]([O-:5])=[O:4].[F:8][C:9]([F:14])([F:13])[C:10]([O-:12])=[O:11].[NH3+:15][C@H:16]([C:25]1[NH2+:26][C:27]([C:30]2[CH:35]=[CH:34][CH:33]=[CH:32][CH:31]=2)=[CH:28][N:29]=1)[CH2:17][CH2:18][CH2:19][CH2:20][CH2:21][C:22](=[O:24])[CH3:23].CCN(CC)CC.[Cl-].Cl[S:45]([N:48]([CH3:54])[CH2:49][CH2:50][NH+:51]([CH3:53])[CH3:52])(=[O:47])=[O:46].